From a dataset of Catalyst prediction with 721,799 reactions and 888 catalyst types from USPTO. Predict which catalyst facilitates the given reaction. Reactant: [CH3:1][C:2]1[C:3]([C:18]2[CH:23]=[CH:22][CH:21]=[CH:20][CH:19]=2)=[C:4]([O:14]COC)[C:5]2[C:10]([CH:11]=1)=[CH:9][C:8]([O:12][CH3:13])=[CH:7][CH:6]=2. Product: [CH3:13][O:12][C:8]1[CH:9]=[C:10]2[C:5](=[CH:6][CH:7]=1)[C:4]([OH:14])=[C:3]([C:18]1[CH:19]=[CH:20][CH:21]=[CH:22][CH:23]=1)[C:2]([CH3:1])=[CH:11]2. The catalyst class is: 33.